The task is: Predict which catalyst facilitates the given reaction.. This data is from Catalyst prediction with 721,799 reactions and 888 catalyst types from USPTO. (1) Reactant: [CH3:1][O:2][C:3]1[CH:15]=[CH:14][C:6]2[N:7]([CH3:13])[C:8](=[O:12])O[C:10](=[O:11])[C:5]=2[CH:4]=1.[H-].[Na+].C(OC(=O)[CH2:22][C:23]#[N:24])C. Product: [OH:11][C:10]1[C:5]2[C:6](=[CH:14][CH:15]=[C:3]([O:2][CH3:1])[CH:4]=2)[N:7]([CH3:13])[C:8](=[O:12])[C:22]=1[C:23]#[N:24]. The catalyst class is: 3. (2) Reactant: [CH3:1][N:2]1[CH:7]=[C:6](B2OC(C)(C)C(C)(C)O2)[CH:5]=[C:4]([NH:17][C:18]2[CH:23]=[CH:22][CH:21]=[CH:20][N:19]=2)[C:3]1=[O:24].Cl[C:26]1[CH:31]=[CH:30][N:29]=[C:28]([N:32]2[C:44](=[O:45])[C:43]3[S:42][C:41]4[CH2:40][CH2:39][CH2:38][CH2:37][C:36]=4[C:35]=3[CH:34]=[N:33]2)[C:27]=1[CH:46]=[O:47].[O-]P([O-])([O-])=O.[K+].[K+].[K+].C([O-])(=O)C.[Na+]. Product: [CH3:1][N:2]1[C:3](=[O:24])[C:4]([NH:17][C:18]2[CH:23]=[CH:22][CH:21]=[CH:20][N:19]=2)=[CH:5][C:6]([C:26]2[CH:31]=[CH:30][N:29]=[C:28]([N:32]3[C:44](=[O:45])[C:43]4[S:42][C:41]5[CH2:40][CH2:39][CH2:38][CH2:37][C:36]=5[C:35]=4[CH:34]=[N:33]3)[C:27]=2[CH:46]=[O:47])=[CH:7]1. The catalyst class is: 712. (3) Reactant: [CH3:1][C:2]1[CH:22]=[C:5]2[C:6]([C@@H:10]3[CH2:12][C@H:11]3[CH2:13][NH:14]C(=O)OC(C)(C)C)=[CH:7][CH:8]=[CH:9][N:4]2[N:3]=1.[ClH:23].CO. Product: [ClH:23].[ClH:23].[CH3:1][C:2]1[CH:22]=[C:5]2[C:6]([C@@H:10]3[CH2:12][C@H:11]3[CH2:13][NH2:14])=[CH:7][CH:8]=[CH:9][N:4]2[N:3]=1. The catalyst class is: 5.